This data is from Full USPTO retrosynthesis dataset with 1.9M reactions from patents (1976-2016). The task is: Predict the reactants needed to synthesize the given product. (1) Given the product [Cl:1][C:2]1[CH:3]=[C:4]([CH:5]=[CH:6][CH:7]=1)[CH2:8][NH:9][CH:14]([C:15]1[CH:20]=[CH:19][CH:18]=[CH:17][CH:16]=1)[CH2:13][NH2:10], predict the reactants needed to synthesize it. The reactants are: [Cl:1][C:2]1[CH:3]=[C:4]([CH2:8][NH2:9])[CH:5]=[CH:6][CH:7]=1.[N+:10](/[CH:13]=[CH:14]/[C:15]1[CH:20]=[CH:19][CH:18]=[CH:17][CH:16]=1)([O-])=O.C(O)(=O)C. (2) Given the product [CH3:37][N:38]([CH3:42])[C:39]([N:33]1[CH2:32][CH2:31][C:30]2[C:35](=[CH:36][C:27]([C:19]3[N:20]4[C:25]([C:24]([NH2:26])=[N:23][CH:22]=[N:21]4)=[C:17]([C:12]4[CH:13]=[CH:14][C:15]5[C:10]([CH:11]=4)=[N:9][N:8]([CH2:1][C:2]4[CH:3]=[CH:4][CH:5]=[CH:6][CH:7]=4)[CH:16]=5)[CH:18]=3)=[CH:28][CH:29]=2)[CH2:34]1)=[O:40], predict the reactants needed to synthesize it. The reactants are: [CH2:1]([N:8]1[CH:16]=[C:15]2[C:10]([CH:11]=[C:12]([C:17]3[CH:18]=[C:19]([C:27]4[CH:36]=[C:35]5[C:30]([CH2:31][CH2:32][NH:33][CH2:34]5)=[CH:29][CH:28]=4)[N:20]4[C:25]=3[C:24]([NH2:26])=[N:23][CH:22]=[N:21]4)[CH:13]=[CH:14]2)=[N:9]1)[C:2]1[CH:7]=[CH:6][CH:5]=[CH:4][CH:3]=1.[CH3:37][N:38]([CH3:42])[C:39](Cl)=[O:40].C(N(CC)CC)C. (3) Given the product [CH2:1]([O:3][C:4](=[O:10])[CH:5]([CH2:12][C:13]1[CH:18]=[CH:17][C:16]([O:19][C:20]([F:21])([F:22])[F:23])=[CH:15][CH:14]=1)[C:6](=[O:9])[CH2:7][CH3:8])[CH3:2], predict the reactants needed to synthesize it. The reactants are: [CH2:1]([O:3][C:4](=[O:10])[CH2:5][C:6](=[O:9])[CH2:7][CH3:8])[CH3:2].Br[CH2:12][C:13]1[CH:18]=[CH:17][C:16]([O:19][C:20]([F:23])([F:22])[F:21])=[CH:15][CH:14]=1. (4) Given the product [C:1]([O:7][CH2:8][I:10])(=[O:6])[C:2]([CH3:5])([CH3:4])[CH3:3], predict the reactants needed to synthesize it. The reactants are: [C:1]([O:7][CH2:8]Cl)(=[O:6])[C:2]([CH3:5])([CH3:4])[CH3:3].[I-:10].[Na+]. (5) Given the product [Cl:1][C:2]1[CH:3]=[C:4]([C:8]2[CH:13]=[CH:12][CH:11]=[C:10]([CH2:14][NH2:16])[CH:9]=2)[CH:5]=[CH:6][CH:7]=1, predict the reactants needed to synthesize it. The reactants are: [Cl:1][C:2]1[CH:3]=[C:4]([C:8]2[CH:13]=[CH:12][CH:11]=[C:10]([C:14]([NH2:16])=O)[CH:9]=2)[CH:5]=[CH:6][CH:7]=1.B. (6) Given the product [F:24][C:23]1[C:18]([F:17])=[C:19]([N+:26]([O-:28])=[O:27])[CH:20]=[CH:21][C:22]=1[O:9][C:3]1[C:2]([F:1])=[CH:7][CH:6]=[CH:5][C:4]=1[F:8], predict the reactants needed to synthesize it. The reactants are: [F:1][C:2]1[CH:7]=[CH:6][CH:5]=[C:4]([F:8])[C:3]=1[OH:9].CN1CCCC1=O.[F:17][C:18]1[C:23]([F:24])=[C:22](F)[CH:21]=[CH:20][C:19]=1[N+:26]([O-:28])=[O:27]. (7) Given the product [Si:1]([O:8][C@@H:9]1[C@H:13]([CH2:14][O:15][Si:16]([C:19]([CH3:20])([CH3:21])[CH3:22])([CH3:18])[CH3:17])[CH2:12][C@@H:11]([O:23][C:24]2[CH:29]=[CH:28][N:27]=[CH:26][N:25]=2)[CH2:10]1)([C:4]([CH3:5])([CH3:6])[CH3:7])([CH3:2])[CH3:3], predict the reactants needed to synthesize it. The reactants are: [Si:1]([O:8][C@@H:9]1[C@H:13]([CH2:14][O:15][Si:16]([C:19]([CH3:22])([CH3:21])[CH3:20])([CH3:18])[CH3:17])[CH2:12][C@@H:11]([O:23][C:24]2[CH:29]=[C:28](Cl)[N:27]=[CH:26][N:25]=2)[CH2:10]1)([C:4]([CH3:7])([CH3:6])[CH3:5])([CH3:3])[CH3:2].C(=O)([O-])[O-].[Na+].[Na+]. (8) Given the product [CH3:1][O:2][C:3]1[CH:4]=[C:5]2[C:9](=[CH:10][C:11]=1[O:12][CH3:13])[N:8]([CH3:14])[CH:7]=[C:6]2[C:15]1[NH:37][C:18]2=[N:19][CH:20]=[CH:21][C:22]([CH2:23][NH:24][C:25]3[CH:26]=[CH:27][C:28]([N:31]4[CH2:32][CH2:33][O:34][CH2:35][CH2:36]4)=[CH:29][CH:30]=3)=[C:17]2[CH:16]=1, predict the reactants needed to synthesize it. The reactants are: [CH3:1][O:2][C:3]1[CH:4]=[C:5]2[C:9](=[CH:10][C:11]=1[O:12][CH3:13])[N:8]([CH3:14])[CH:7]=[C:6]2[C:15]1[N:37](S(C2C=CC(C)=CC=2)(=O)=O)[C:18]2=[N:19][CH:20]=[CH:21][C:22]([CH2:23][NH:24][C:25]3[CH:30]=[CH:29][C:28]([N:31]4[CH2:36][CH2:35][O:34][CH2:33][CH2:32]4)=[CH:27][CH:26]=3)=[C:17]2[CH:16]=1.[OH-].[K+]. (9) The reactants are: ClC(Cl)(Cl)CO[C:5](=[O:29])[NH:6][C:7]1[C:8]([CH3:28])=[C:9]([O:26][CH3:27])[C:10]2[O:14][CH2:13][CH:12]([C:15]3[CH:20]=[CH:19][C:18]([CH:21]([CH3:23])[CH3:22])=[CH:17][CH:16]=3)[C:11]=2[C:24]=1[CH3:25].[NH2:32][CH2:33][CH2:34][OH:35]. Given the product [OH:35][CH2:34][CH2:33][NH:32][C:5]([NH:6][C:7]1[C:8]([CH3:28])=[C:9]([O:26][CH3:27])[C:10]2[O:14][CH2:13][CH:12]([C:15]3[CH:16]=[CH:17][C:18]([CH:21]([CH3:22])[CH3:23])=[CH:19][CH:20]=3)[C:11]=2[C:24]=1[CH3:25])=[O:29], predict the reactants needed to synthesize it. (10) The reactants are: [C:1]([O:5][C:6]1[CH:13]=[CH:12][C:9]([CH:10]=[CH2:11])=[CH:8][CH:7]=1)([CH3:4])([CH3:3])[CH3:2].[CH2:14]([O:16][C:17](=[O:21])[CH:18]=[N+]=[N-])[CH3:15]. Given the product [CH2:14]([O:16][C:17]([C@H:18]1[CH2:11][C@@H:10]1[C:9]1[CH:12]=[CH:13][C:6]([O:5][C:1]([CH3:2])([CH3:4])[CH3:3])=[CH:7][CH:8]=1)=[O:21])[CH3:15], predict the reactants needed to synthesize it.